This data is from NCI-60 drug combinations with 297,098 pairs across 59 cell lines. The task is: Regression. Given two drug SMILES strings and cell line genomic features, predict the synergy score measuring deviation from expected non-interaction effect. Drug 1: CC1=CC=C(C=C1)C2=CC(=NN2C3=CC=C(C=C3)S(=O)(=O)N)C(F)(F)F. Drug 2: C1CCC(C(C1)N)N.C(=O)(C(=O)[O-])[O-].[Pt+4]. Cell line: HT29. Synergy scores: CSS=52.4, Synergy_ZIP=-3.55, Synergy_Bliss=-3.40, Synergy_Loewe=-18.1, Synergy_HSA=-0.0322.